From a dataset of Forward reaction prediction with 1.9M reactions from USPTO patents (1976-2016). Predict the product of the given reaction. (1) Given the reactants [Br:1][C:2]1[CH:7]=[CH:6][C:5]([OH:8])=[CH:4][CH:3]=1.[C:9]([O-])(=O)[CH3:10].[Na+].C(OC=C)(=O)C, predict the reaction product. The product is: [Br:1][C:2]1[CH:7]=[CH:6][C:5]([O:8][CH:9]=[CH2:10])=[CH:4][CH:3]=1. (2) Given the reactants [CH3:1][O:2][C:3]1[CH:11]=[CH:10][C:6]([C:7](O)=[O:8])=[CH:5][C:4]=1[S:12](=[O:25])(=[O:24])[NH:13][C:14]1[CH:15]=[N:16][C:17]2[C:22]([CH:23]=1)=[CH:21][CH:20]=[CH:19][CH:18]=2.CN(C(O[N:34]1N=N[C:36]2C=CC=N[C:35]1=2)=[N+](C)C)C.F[P-](F)(F)(F)(F)F.CCN(C(C)C)C(C)C.Cl.C(N)C, predict the reaction product. The product is: [CH2:35]([NH:34][C:7](=[O:8])[C:6]1[CH:10]=[CH:11][C:3]([O:2][CH3:1])=[C:4]([S:12](=[O:25])(=[O:24])[NH:13][C:14]2[CH:15]=[N:16][C:17]3[C:22]([CH:23]=2)=[CH:21][CH:20]=[CH:19][CH:18]=3)[CH:5]=1)[CH3:36]. (3) Given the reactants Br[C:2]1[CH:3]=[C:4]2[N:10]([C:11]3[C:20]4[C:15](=[CH:16][C:17]([F:21])=[CH:18][CH:19]=4)[N:14]=[C:13]([C:22]4[CH:27]=[CH:26][CH:25]=[CH:24][N:23]=4)[C:12]=3[CH3:28])[CH2:9][C:8]([CH3:30])([CH3:29])[C:5]2=[N:6][CH:7]=1.[O:31]1[CH2:36][CH:35]=[C:34](B2OC(C)(C)C(C)(C)O2)[CH2:33][CH2:32]1.[O-]P([O-])([O-])=O.[K+].[K+].[K+].COC1C=CC=C(OC)C=1C1C=CC=CC=1P(C1CCCCC1)C1CCCCC1, predict the reaction product. The product is: [O:31]1[CH2:32][CH:33]=[C:34]([C:2]2[CH:3]=[C:4]3[N:10]([C:11]4[C:20]5[C:15](=[CH:16][C:17]([F:21])=[CH:18][CH:19]=5)[N:14]=[C:13]([C:22]5[CH:27]=[CH:26][CH:25]=[CH:24][N:23]=5)[C:12]=4[CH3:28])[CH2:9][C:8]([CH3:30])([CH3:29])[C:5]3=[N:6][CH:7]=2)[CH2:35][CH2:36]1. (4) Given the reactants Cl.[CH3:2][O:3][C:4](=[O:7])[CH2:5][NH2:6].[CH2:8](N(CC)CC)C.[C:15]([C:17]([C:35]#[N:36])=[C:18]([N:21]1[CH2:26][CH2:25][CH2:24][C@@H:23]([NH:27][C:28](=[O:34])[O:29][C:30]([CH3:33])([CH3:32])[CH3:31])[CH2:22]1)SC)#[N:16].C(=O)([O-])O.[Na+], predict the reaction product. The product is: [CH2:2]([O:3][C:4](=[O:7])[CH2:5][NH:6][C:18]([N:21]1[CH2:26][CH2:25][CH2:24][C@@H:23]([NH:27][C:28]([O:29][C:30]([CH3:31])([CH3:33])[CH3:32])=[O:34])[CH2:22]1)=[C:17]([C:35]#[N:36])[C:15]#[N:16])[CH3:8]. (5) The product is: [OH:1][C:2]1[N:10]=[CH:9][CH:8]=[C:7]([I:11])[C:3]=1[C:4]([O:13][CH3:12])=[O:5]. Given the reactants [OH:1][C:2]1[N:10]=[CH:9][CH:8]=[C:7]([I:11])[C:3]=1[C:4](Cl)=[O:5].[CH3:12][OH:13], predict the reaction product. (6) Given the reactants [Br:1][C:2]1[CH:7]=[CH:6][C:5]([C:8](=[CH2:13])[C:9]([O:11][CH3:12])=[O:10])=[C:4]([N+:14]([O-:16])=[O:15])[CH:3]=1.C1C=C(Cl)C=C(C(OO)=[O:25])C=1, predict the reaction product. The product is: [Br:1][C:2]1[CH:7]=[CH:6][C:5]([C:8]2([C:9]([O:11][CH3:12])=[O:10])[CH2:13][O:25]2)=[C:4]([N+:14]([O-:16])=[O:15])[CH:3]=1. (7) Given the reactants [CH:1]([N:4]([CH:18]([CH3:20])[CH3:19])[C:5]([N:7]1[C:11]2[CH:12]=[C:13]([CH3:17])[C:14]([CH3:16])=[CH:15][C:10]=2[N:9]=[CH:8]1)=[O:6])([CH3:3])[CH3:2].[Li]CCCC.Cl[P:27]([C:38]12[CH2:47][CH:42]3[CH2:43][CH:44]([CH2:46][CH:40]([CH2:41]3)[CH2:39]1)[CH2:45]2)[C:28]12[CH2:37][CH:32]3[CH2:33][CH:34]([CH2:36][CH:30]([CH2:31]3)[CH2:29]1)[CH2:35]2, predict the reaction product. The product is: [C:28]12([P:27]([C:38]34[CH2:39][CH:40]5[CH2:41][CH:42]([CH2:43][CH:44]([CH2:46]5)[CH2:45]3)[CH2:47]4)[C:8]3[N:7]([C:5]([N:4]([CH:1]([CH3:3])[CH3:2])[CH:18]([CH3:20])[CH3:19])=[O:6])[C:11]4[CH:12]=[C:13]([CH3:17])[C:14]([CH3:16])=[CH:15][C:10]=4[N:9]=3)[CH2:29][CH:30]3[CH2:36][CH:34]([CH2:33][CH:32]([CH2:31]3)[CH2:37]1)[CH2:35]2.